From a dataset of Full USPTO retrosynthesis dataset with 1.9M reactions from patents (1976-2016). Predict the reactants needed to synthesize the given product. The reactants are: [C:1]1([P:7]([C:14]2[CH:19]=[CH:18][CH:17]=[CH:16][CH:15]=2)[C:8]2[CH:13]=[CH:12][CH:11]=[CH:10][CH:9]=2)[CH:6]=[CH:5][CH:4]=[CH:3][CH:2]=1.N1C=CN=C1.[I:25]I.[Br:27][C:28]1[CH:33]=[CH:32][C:31]([CH2:34][CH2:35][OH:36])=[C:30]([CH3:37])[CH:29]=1. Given the product [C:14]1([P:7](=[O:36])([C:1]2[CH:2]=[CH:3][CH:4]=[CH:5][CH:6]=2)[C:8]2[CH:13]=[CH:12][CH:11]=[CH:10][CH:9]=2)[CH:15]=[CH:16][CH:17]=[CH:18][CH:19]=1.[Br:27][C:28]1[CH:33]=[CH:32][C:31]([CH2:34][CH2:35][I:25])=[C:30]([CH3:37])[CH:29]=1, predict the reactants needed to synthesize it.